From a dataset of Catalyst prediction with 721,799 reactions and 888 catalyst types from USPTO. Predict which catalyst facilitates the given reaction. (1) Reactant: [CH:1]([N:4]1[CH:8]=[C:7]([N+:9]([O-])=O)[CH:6]=[C:5]1[C:12]([O:14][CH2:15][CH3:16])=[O:13])([CH3:3])[CH3:2].[H][H]. Product: [NH2:9][C:7]1[CH:6]=[C:5]([C:12]([O:14][CH2:15][CH3:16])=[O:13])[N:4]([CH:1]([CH3:3])[CH3:2])[CH:8]=1. The catalyst class is: 29. (2) Reactant: [C:1](=[O:24])(OC1C=CC([N+]([O-])=O)=CC=1)[O:2][CH2:3][CH:4]1[CH2:9][CH2:8][N:7]([CH2:10][CH2:11][O:12][CH3:13])[CH2:6][CH2:5]1.CN1CCOCC1.ClC(OC1C=CC([N+]([O-])=O)=CC=1)=O.[CH3:45][O:46][C:47]1[CH:52]=[CH:51][C:50]([N:53]2[CH2:58][CH2:57][NH:56][CH2:55][CH2:54]2)=[CH:49][CH:48]=1.CCN(C(C)C)C(C)C. Product: [CH3:45][O:46][C:47]1[CH:48]=[CH:49][C:50]([N:53]2[CH2:58][CH2:57][N:56]([C:1]([O:2][CH2:3][CH:4]3[CH2:5][CH2:6][N:7]([CH2:10][CH2:11][O:12][CH3:13])[CH2:8][CH2:9]3)=[O:24])[CH2:55][CH2:54]2)=[CH:51][CH:52]=1. The catalyst class is: 59.